From a dataset of Full USPTO retrosynthesis dataset with 1.9M reactions from patents (1976-2016). Predict the reactants needed to synthesize the given product. (1) Given the product [CH:15]([C:17]1[CH:22]=[C:21]([C:2]2[CH:14]=[CH:13][CH:12]=[C:4]([O:5][CH2:6][C:7]([O:9][CH2:10][CH3:11])=[O:8])[CH:3]=2)[CH:20]=[CH:19][CH:18]=1)=[O:16], predict the reactants needed to synthesize it. The reactants are: Br[C:2]1[CH:3]=[C:4]([CH:12]=[CH:13][CH:14]=1)[O:5][CH2:6][C:7]([O:9][CH2:10][CH3:11])=[O:8].[CH:15]([C:17]1[CH:18]=[C:19](B(O)O)[CH:20]=[CH:21][CH:22]=1)=[O:16]. (2) Given the product [CH3:39][N:40]([CH3:41])[CH2:12][CH2:11][CH2:10][CH2:9][C@H:6]1[CH2:5][CH2:4][C@H:3]([N:2]([CH3:1])[S:33]([C:30]2[CH:31]=[CH:32][C:27]([C:26]([F:38])([F:37])[F:25])=[CH:28][CH:29]=2)(=[O:35])=[O:34])[CH2:8][CH2:7]1, predict the reactants needed to synthesize it. The reactants are: [CH3:1][NH:2][C@H:3]1[CH2:8][CH2:7][C@H:6]([CH2:9][CH2:10][CH2:11][CH2:12]OS(C)(=O)=O)[CH2:5][CH2:4]1.FC(F)(F)C(O)=O.[F:25][C:26]([F:38])([F:37])[C:27]1[CH:32]=[CH:31][C:30]([S:33](Cl)(=[O:35])=[O:34])=[CH:29][CH:28]=1.[CH3:39][NH:40][CH3:41]. (3) Given the product [CH2:13]([N:8]([CH2:9][CH:10]([CH3:12])[CH3:11])[C:7]1[CH:6]=[CH:5][C:4]([CH:17]([CH3:24])[CH2:18][C:19]([OH:21])=[O:20])=[CH:3][C:2]=1[NH:1][C:33]([NH:31][C:29]1[O:28][N:27]=[C:26]([CH3:25])[CH:30]=1)=[O:34])[CH:14]([CH3:15])[CH3:16], predict the reactants needed to synthesize it. The reactants are: [NH2:1][C:2]1[CH:3]=[C:4]([CH:17]([CH3:24])[CH2:18][C:19]([O:21]CC)=[O:20])[CH:5]=[CH:6][C:7]=1[N:8]([CH2:13][CH:14]([CH3:16])[CH3:15])[CH2:9][CH:10]([CH3:12])[CH3:11].[CH3:25][C:26]1[CH:30]=[C:29]([NH2:31])[O:28][N:27]=1.N[C:33](N)=[O:34]. (4) Given the product [CH3:3][C:2]([C:4]1[CH:5]=[CH:6][C:7]([OH:10])=[CH:8][CH:9]=1)([C:11]1[CH:12]=[CH:13][C:14]([OH:17])=[CH:15][CH:16]=1)[CH3:1].[P:25]([O-:26])([O-:41])([O-:24])=[O:33], predict the reactants needed to synthesize it. The reactants are: [CH3:1][C:2]([C:11]1[CH:12]=[CH:13][C:14]([OH:17])=[CH:15][CH:16]=1)([C:4]1[CH:5]=[CH:6][C:7]([OH:10])=[CH:8][CH:9]=1)[CH3:3].C1([O:24][P:25](Cl)(Cl)=[O:26])C=CC=CC=1.[Cl-].[Al+3].[Cl-].[Cl-].[OH-:33].[K+].C1([OH:41])C=CC=CC=1. (5) Given the product [Si:14]([O:13][CH2:12][CH2:11][NH2:10])([C:27]([CH3:29])([CH3:30])[CH3:28])([C:21]1[CH:22]=[CH:23][CH:24]=[CH:25][CH:26]=1)[C:15]1[CH:16]=[CH:17][CH:18]=[CH:19][CH:20]=1, predict the reactants needed to synthesize it. The reactants are: C(OC(=O)[NH:10][CH2:11][CH2:12][O:13][Si:14]([C:27]([CH3:30])([CH3:29])[CH3:28])([C:21]1[CH:26]=[CH:25][CH:24]=[CH:23][CH:22]=1)[C:15]1[CH:20]=[CH:19][CH:18]=[CH:17][CH:16]=1)C1C=CC=CC=1.